Dataset: NCI-60 drug combinations with 297,098 pairs across 59 cell lines. Task: Regression. Given two drug SMILES strings and cell line genomic features, predict the synergy score measuring deviation from expected non-interaction effect. (1) Drug 1: CC1=C(N=C(N=C1N)C(CC(=O)N)NCC(C(=O)N)N)C(=O)NC(C(C2=CN=CN2)OC3C(C(C(C(O3)CO)O)O)OC4C(C(C(C(O4)CO)O)OC(=O)N)O)C(=O)NC(C)C(C(C)C(=O)NC(C(C)O)C(=O)NCCC5=NC(=CS5)C6=NC(=CS6)C(=O)NCCC[S+](C)C)O. Drug 2: CCC1(C2=C(COC1=O)C(=O)N3CC4=CC5=C(C=CC(=C5CN(C)C)O)N=C4C3=C2)O.Cl. Cell line: NCIH23. Synergy scores: CSS=46.5, Synergy_ZIP=-0.467, Synergy_Bliss=1.89, Synergy_Loewe=4.27, Synergy_HSA=5.89. (2) Drug 1: C(=O)(N)NO. Drug 2: CC1CCCC2(C(O2)CC(NC(=O)CC(C(C(=O)C(C1O)C)(C)C)O)C(=CC3=CSC(=N3)C)C)C. Cell line: OVCAR-5. Synergy scores: CSS=56.5, Synergy_ZIP=0.450, Synergy_Bliss=-2.05, Synergy_Loewe=-30.0, Synergy_HSA=-0.663. (3) Drug 1: CC1OCC2C(O1)C(C(C(O2)OC3C4COC(=O)C4C(C5=CC6=C(C=C35)OCO6)C7=CC(=C(C(=C7)OC)O)OC)O)O. Drug 2: CCCS(=O)(=O)NC1=C(C(=C(C=C1)F)C(=O)C2=CNC3=C2C=C(C=N3)C4=CC=C(C=C4)Cl)F. Cell line: HS 578T. Synergy scores: CSS=3.42, Synergy_ZIP=-3.26, Synergy_Bliss=-3.46, Synergy_Loewe=-18.4, Synergy_HSA=-8.66. (4) Drug 1: CN1C2=C(C=C(C=C2)N(CCCl)CCCl)N=C1CCCC(=O)O.Cl. Drug 2: CC12CCC3C(C1CCC2OP(=O)(O)O)CCC4=C3C=CC(=C4)OC(=O)N(CCCl)CCCl.[Na+]. Cell line: UO-31. Synergy scores: CSS=48.7, Synergy_ZIP=0.0858, Synergy_Bliss=-5.40, Synergy_Loewe=-2.05, Synergy_HSA=-2.08. (5) Drug 1: C1=CC(=CC=C1CC(C(=O)O)N)N(CCCl)CCCl.Cl. Drug 2: CN1C2=C(C=C(C=C2)N(CCCl)CCCl)N=C1CCCC(=O)O.Cl. Cell line: ACHN. Synergy scores: CSS=33.9, Synergy_ZIP=0.409, Synergy_Bliss=1.33, Synergy_Loewe=-10.0, Synergy_HSA=0.999. (6) Drug 1: CC1=C(C(=CC=C1)Cl)NC(=O)C2=CN=C(S2)NC3=CC(=NC(=N3)C)N4CCN(CC4)CCO. Drug 2: CC1C(C(CC(O1)OC2CC(CC3=C2C(=C4C(=C3O)C(=O)C5=C(C4=O)C(=CC=C5)OC)O)(C(=O)CO)O)N)O.Cl. Cell line: KM12. Synergy scores: CSS=20.2, Synergy_ZIP=-0.157, Synergy_Bliss=-0.791, Synergy_Loewe=-7.07, Synergy_HSA=-1.27.